Dataset: Merck oncology drug combination screen with 23,052 pairs across 39 cell lines. Task: Regression. Given two drug SMILES strings and cell line genomic features, predict the synergy score measuring deviation from expected non-interaction effect. (1) Drug 1: Cn1c(=O)n(-c2ccc(C(C)(C)C#N)cc2)c2c3cc(-c4cnc5ccccc5c4)ccc3ncc21. Drug 2: NC1CCCCC1N.O=C(O)C(=O)O.[Pt+2]. Cell line: LOVO. Synergy scores: synergy=-0.675. (2) Drug 1: N#Cc1ccc(Cn2cncc2CN2CCN(c3cccc(Cl)c3)C(=O)C2)cc1. Drug 2: CCN(CC)CCNC(=O)c1c(C)[nH]c(C=C2C(=O)Nc3ccc(F)cc32)c1C. Cell line: NCIH460. Synergy scores: synergy=13.2. (3) Cell line: A427. Drug 1: COc1cccc2c1C(=O)c1c(O)c3c(c(O)c1C2=O)CC(O)(C(=O)CO)CC3OC1CC(N)C(O)C(C)O1. Drug 2: O=C(O)C1(Cc2cccc(Nc3nccs3)n2)CCC(Oc2cccc(Cl)c2F)CC1. Synergy scores: synergy=-18.6. (4) Drug 1: CCC1=CC2CN(C1)Cc1c([nH]c3ccccc13)C(C(=O)OC)(c1cc3c(cc1OC)N(C)C1C(O)(C(=O)OC)C(OC(C)=O)C4(CC)C=CCN5CCC31C54)C2. Drug 2: O=C(NOCC(O)CO)c1ccc(F)c(F)c1Nc1ccc(I)cc1F. Cell line: A427. Synergy scores: synergy=-1.56. (5) Drug 1: Nc1ccn(C2OC(CO)C(O)C2(F)F)c(=O)n1. Drug 2: C#Cc1cccc(Nc2ncnc3cc(OCCOC)c(OCCOC)cc23)c1. Cell line: NCIH520. Synergy scores: synergy=5.96. (6) Drug 1: O=c1[nH]cc(F)c(=O)[nH]1. Drug 2: O=C(NOCC(O)CO)c1ccc(F)c(F)c1Nc1ccc(I)cc1F. Cell line: ES2. Synergy scores: synergy=2.81. (7) Drug 1: N.N.O=C(O)C1(C(=O)O)CCC1.[Pt]. Drug 2: Cn1nnc2c(C(N)=O)ncn2c1=O. Synergy scores: synergy=2.09. Cell line: KPL1. (8) Drug 1: O=C(O)C1(Cc2cccc(Nc3nccs3)n2)CCC(Oc2cccc(Cl)c2F)CC1. Drug 2: C#Cc1cccc(Nc2ncnc3cc(OCCOC)c(OCCOC)cc23)c1. Cell line: OVCAR3. Synergy scores: synergy=13.6. (9) Drug 1: O=S1(=O)NC2(CN1CC(F)(F)F)C1CCC2Cc2cc(C=CCN3CCC(C(F)(F)F)CC3)ccc2C1. Drug 2: O=C(NOCC(O)CO)c1ccc(F)c(F)c1Nc1ccc(I)cc1F. Cell line: PA1. Synergy scores: synergy=24.9.